This data is from Reaction yield outcomes from USPTO patents with 853,638 reactions. The task is: Predict the reaction yield, written as a fraction of the theoretical maximum amount of product (1.0 means a 100% yield; for example, 0.34 means a 34% yield). (1) The product is [CH3:31][C:2]1[C:3]([O:17][CH2:18][C:19]2[C:20]([C:25]3[CH:26]=[CH:27][CH:28]=[CH:29][CH:30]=3)=[N:21][O:22][C:23]=2[CH3:24])=[N:4][CH:5]=[C:6]([CH:16]=1)[C:7]([NH:9][CH:10]1[CH2:15][CH2:14][O:13][CH2:12][CH2:11]1)=[O:8]. The reactants are Br[C:2]1[C:3]([O:17][CH2:18][C:19]2[C:20]([C:25]3[CH:30]=[CH:29][CH:28]=[CH:27][CH:26]=3)=[N:21][O:22][C:23]=2[CH3:24])=[N:4][CH:5]=[C:6]([CH:16]=1)[C:7]([NH:9][CH:10]1[CH2:15][CH2:14][O:13][CH2:12][CH2:11]1)=[O:8].[CH3:31]B1OB(C)OB(C)O1.C(=O)([O-])[O-].[Na+].[Na+]. The yield is 0.500. The catalyst is COCCOC.C(OCC)(=O)C.C1C=CC([P]([Pd]([P](C2C=CC=CC=2)(C2C=CC=CC=2)C2C=CC=CC=2)([P](C2C=CC=CC=2)(C2C=CC=CC=2)C2C=CC=CC=2)[P](C2C=CC=CC=2)(C2C=CC=CC=2)C2C=CC=CC=2)(C2C=CC=CC=2)C2C=CC=CC=2)=CC=1. (2) The reactants are C([O:5][C:6]([C:8]1[C:9]([NH:14][C:15](=[O:40])[C:16]2[CH:21]=[C:20]([CH2:22][C:23]3[C:24](=[O:35])[C:25]([O:33][CH3:34])=[C:26]([O:31][CH3:32])[C:27](=[O:30])[C:28]=3[CH3:29])[CH:19]=[CH:18][C:17]=2[O:36][C:37](=[O:39])[CH3:38])=[N:10][CH:11]=[CH:12][CH:13]=1)=[O:7])(C)(C)C. The catalyst is C(O)=O. The product is [OH:7][C:6]([C:8]1[C:9]([NH:14][C:15](=[O:40])[C:16]2[CH:21]=[C:20]([CH2:22][C:23]3[C:24](=[O:35])[C:25]([O:33][CH3:34])=[C:26]([O:31][CH3:32])[C:27](=[O:30])[C:28]=3[CH3:29])[CH:19]=[CH:18][C:17]=2[O:36][C:37](=[O:39])[CH3:38])=[N:10][CH:11]=[CH:12][CH:13]=1)=[O:5]. The yield is 0.870. (3) The reactants are N[CH2:2][C:3]([C:6]1[NH:7][C:8]2[C:13]([CH:14]=1)=[CH:12][C:11]([NH:15][C:16]([C:18]1([C:21]3[CH:29]=[CH:28][C:24]4[O:25][CH2:26][O:27][C:23]=4[CH:22]=3)[CH2:20][CH2:19]1)=[O:17])=[CH:10][CH:9]=2)(C)[CH3:4].C(=O)([O-])[O-].[K+].[K+].IC.O.[CH3:39][N:40]([CH:42]=O)[CH3:41]. No catalyst specified. The product is [O:25]1[C:24]2[CH:28]=[CH:29][C:21]([C:18]3([C:16]([NH:15][C:11]4[CH:12]=[C:13]5[C:8](=[CH:9][CH:10]=4)[NH:7][C:6]([C:3]([CH3:4])([CH3:2])[CH2:42][N:40]([CH3:39])[CH3:41])=[CH:14]5)=[O:17])[CH2:20][CH2:19]3)=[CH:22][C:23]=2[O:27][CH2:26]1. The yield is 0.330. (4) The reactants are [N+:1]([C:4]1[CH:13]=[CH:12][CH:11]=[C:10]2[C:5]=1[CH:6]=[N:7][N:8]=[CH:9]2)([O-])=O.O.NN. The catalyst is C(O)C.C1COCC1.[Ni].O. The product is [CH:9]1[C:10]2[C:5](=[C:4]([NH2:1])[CH:13]=[CH:12][CH:11]=2)[CH:6]=[N:7][N:8]=1. The yield is 0.790.